From a dataset of Catalyst prediction with 721,799 reactions and 888 catalyst types from USPTO. Predict which catalyst facilitates the given reaction. The catalyst class is: 1. Reactant: B1C2CCCC1CCC2.[CH2:10]([O:17][C:18]([NH:20][C@:21]1([C:34]([O:36][CH3:37])=[O:35])[CH2:25][CH2:24][C@@H:23]([C:26]2[CH:31]=[CH:30][C:29]([CH:32]=[CH2:33])=[CH:28][CH:27]=2)[CH2:22]1)=[O:19])[C:11]1[CH:16]=[CH:15][CH:14]=[CH:13][CH:12]=1.B([O-])[O-:39].[OH-].[Na+].OO. Product: [CH2:10]([O:17][C:18]([NH:20][C@:21]1([C:34]([O:36][CH3:37])=[O:35])[CH2:25][CH2:24][C@@H:23]([C:26]2[CH:27]=[CH:28][C:29]([CH2:32][CH2:33][OH:39])=[CH:30][CH:31]=2)[CH2:22]1)=[O:19])[C:11]1[CH:16]=[CH:15][CH:14]=[CH:13][CH:12]=1.